This data is from Forward reaction prediction with 1.9M reactions from USPTO patents (1976-2016). The task is: Predict the product of the given reaction. Given the reactants [N+:1]([C:4]1[CH:11]=[CH:10][C:7]([CH2:8][Br:9])=[CH:6][CH:5]=1)([O-:3])=[O:2].[CH:12]([Mg]Cl)([CH3:14])[CH3:13].C(C1C(=O)C(Cl)=C(Cl)C(=O)C=1C#N)#N.O, predict the reaction product. The product is: [CH:12]([C:5]1[CH:6]=[C:7]([CH:10]=[CH:11][C:4]=1[N+:1]([O-:3])=[O:2])[CH2:8][Br:9])([CH3:14])[CH3:13].